This data is from Full USPTO retrosynthesis dataset with 1.9M reactions from patents (1976-2016). The task is: Predict the reactants needed to synthesize the given product. (1) Given the product [Br:1][C:2]1[CH:7]=[CH:6][C:5]([S:8]([CH2:24][I:23])(=[O:10])=[O:9])=[CH:4][CH:3]=1, predict the reactants needed to synthesize it. The reactants are: [Br:1][C:2]1[CH:7]=[CH:6][C:5]([S:8](Cl)(=[O:10])=[O:9])=[CH:4][CH:3]=1.S([O-])([O-])=O.[Na+].[Na+].C(=O)(O)[O-].[Na+].[I:23][CH2:24]I. (2) Given the product [F:30][C:31]([F:50])([F:49])[S:32]([O:22][C:3]1[CH:4]=[CH:5][C:6]2[O:10][C:9]([C:11]3[CH:12]=[CH:13][C:14]([F:17])=[CH:15][CH:16]=3)=[C:8]([C:18](=[O:19])[NH:20][CH3:21])[C:7]=2[C:2]=1[F:1])(=[O:34])=[O:33], predict the reactants needed to synthesize it. The reactants are: [F:1][C:2]1[C:7]2[C:8]([C:18]([NH:20][CH3:21])=[O:19])=[C:9]([C:11]3[CH:16]=[CH:15][C:14]([F:17])=[CH:13][CH:12]=3)[O:10][C:6]=2[CH:5]=[CH:4][C:3]=1[OH:22].C(N(CC)CC)C.[F:30][C:31]([F:50])([F:49])[S:32](N(C1C=CC=CC=1)[S:32]([C:31]([F:50])([F:49])[F:30])(=[O:34])=[O:33])(=[O:34])=[O:33].